From a dataset of Full USPTO retrosynthesis dataset with 1.9M reactions from patents (1976-2016). Predict the reactants needed to synthesize the given product. (1) Given the product [CH3:1][NH:2][C:3]([C@@H:5]1[C@@H:9]([NH2:10])[C@@H:8]([OH:11])[C@H:7]([N:12]2[CH:20]=[N:19][C:18]3[C:13]2=[N:14][CH:15]=[N:16][C:17]=3[NH:21][CH2:22][C:23]2[CH:28]=[C:27]([Cl:29])[CH:26]=[CH:25][C:24]=2[O:30][CH2:31][CH:32]2[CH:33]([OH:45])[CH:34]([OH:43])[CH:35]([OH:40])[CH:36]([OH:38])[O:37]2)[O:6]1)=[O:4], predict the reactants needed to synthesize it. The reactants are: [CH3:1][NH:2][C:3]([CH:5]1[CH:9]([NH2:10])[CH:8]([OH:11])[CH:7]([N:12]2[CH:20]=[N:19][C:18]3[C:13]2=[N:14][CH:15]=[N:16][C:17]=3[NH:21][CH2:22][C:23]2[CH:28]=[C:27]([Cl:29])[CH:26]=[CH:25][C:24]=2[O:30][CH2:31][CH:32]2[O:37][CH:36]3[O:38]C(C)(C)[O:40][CH:35]3[CH:34]3[O:43]C(C)(C)[O:45][CH:33]23)[O:6]1)=[O:4].FC(F)(F)C(O)=O.O. (2) Given the product [CH3:9][O:8][C:3]1[CH:4]=[CH:5][CH:6]=[CH:7][C:2]=1[N:10]1[CH2:15][CH2:14][NH:13][CH2:12][CH2:11]1, predict the reactants needed to synthesize it. The reactants are: Br[C:2]1[CH:7]=[CH:6][CH:5]=[CH:4][C:3]=1[O:8][CH3:9].[NH:10]1[CH2:15][CH2:14][NH:13][CH2:12][CH2:11]1.C(O[Na])(C)(C)C.O.